From a dataset of Peptide-MHC class I binding affinity with 185,985 pairs from IEDB/IMGT. Regression. Given a peptide amino acid sequence and an MHC pseudo amino acid sequence, predict their binding affinity value. This is MHC class I binding data. (1) The peptide sequence is NDTNYSGFM. The MHC is Mamu-A11 with pseudo-sequence Mamu-A11. The binding affinity (normalized) is 0.201. (2) The peptide sequence is KEGVSVTVT. The MHC is HLA-B18:01 with pseudo-sequence HLA-B18:01. The binding affinity (normalized) is 0.0540.